This data is from Catalyst prediction with 721,799 reactions and 888 catalyst types from USPTO. The task is: Predict which catalyst facilitates the given reaction. (1) Reactant: [C:1]1([CH2:7][C:8]([O:10]C)=[O:9])[CH:6]=[CH:5][CH:4]=[CH:3][CH:2]=1.[OH-].[Na+]. Product: [C:1]1([CH2:7][C:8]([OH:10])=[O:9])[CH:6]=[CH:5][CH:4]=[CH:3][CH:2]=1. The catalyst class is: 24. (2) Reactant: [Cl:1][C:2]1[CH:3]=[C:4]([C:8]2[C:13]([O:14][CH3:15])=[CH:12][CH:11]=[C:10]([CH2:16][C:17]3[CH:18]=[CH:19][C:20]([CH2:23][N:24]4[CH2:28][CH2:27][NH:26][C:25]4=[O:29])=[N:21][CH:22]=3)[C:9]=2[F:30])[CH:5]=[CH:6][CH:7]=1.[CH2:31]1COCC1.[H-].[Na+].CI. Product: [Cl:1][C:2]1[CH:3]=[C:4]([C:8]2[C:13]([O:14][CH3:15])=[CH:12][CH:11]=[C:10]([CH2:16][C:17]3[CH:18]=[CH:19][C:20]([CH2:23][N:24]4[CH2:28][CH2:27][N:26]([CH3:31])[C:25]4=[O:29])=[N:21][CH:22]=3)[C:9]=2[F:30])[CH:5]=[CH:6][CH:7]=1. The catalyst class is: 6. (3) Product: [Br:46][C:47]1[CH:48]=[C:49]2[C:53](=[CH:54][CH:55]=1)[N:52]([C:10](=[O:12])[CH2:9][C:3]1[CH:4]=[C:5]([F:8])[CH:6]=[CH:7][C:2]=1[F:1])[CH2:51][CH2:50]2. Reactant: [F:1][C:2]1[CH:7]=[CH:6][C:5]([F:8])=[CH:4][C:3]=1[CH2:9][C:10]([OH:12])=O.CN(C(ON1N=NC2C=CC=NC1=2)=[N+](C)C)C.F[P-](F)(F)(F)(F)F.CCN(C(C)C)C(C)C.[Br:46][C:47]1[CH:48]=[C:49]2[C:53](=[CH:54][CH:55]=1)[NH:52][CH2:51][CH2:50]2. The catalyst class is: 9. (4) Reactant: [C:1]([OH:20])(=[O:19])[CH2:2][CH2:3][CH2:4][CH2:5][CH2:6][CH2:7][CH2:8][CH2:9][CH2:10][CH2:11][CH2:12][CH2:13][CH2:14][CH2:15][CH2:16][CH2:17][CH3:18].[Zn:21].[OH-]. Product: [C:1]([O-:20])(=[O:19])[CH2:2][CH2:3][CH2:4][CH2:5][CH2:6][CH2:7][CH2:8][CH2:9][CH2:10][CH2:11][CH2:12][CH2:13][CH2:14][CH2:15][CH2:16][CH2:17][CH3:18].[Zn+2:21].[C:1]([O-:20])(=[O:19])[CH2:2][CH2:3][CH2:4][CH2:5][CH2:6][CH2:7][CH2:8][CH2:9][CH2:10][CH2:11][CH2:12][CH2:13][CH2:14][CH2:15][CH2:16][CH2:17][CH3:18]. The catalyst class is: 8. (5) Reactant: [NH:1]1[CH2:6][CH2:5][CH2:4][CH2:3][CH:2]1[C:7]([NH2:9])=[O:8].[CH:10](=O)[CH:11]([CH3:13])[CH3:12].[Na].C(O[BH-](OC(=O)C)OC(=O)C)(=O)C.C([O-])([O-])=O.[Na+].[Na+]. Product: [CH2:10]([N:1]1[CH2:6][CH2:5][CH2:4][CH2:3][CH:2]1[C:7]([NH2:9])=[O:8])[CH:11]([CH3:13])[CH3:12]. The catalyst class is: 26.